This data is from Catalyst prediction with 721,799 reactions and 888 catalyst types from USPTO. The task is: Predict which catalyst facilitates the given reaction. (1) The catalyst class is: 13. Product: [ClH:35].[F:27][C:2]([F:1])([F:28])[C:3]1[CH:8]=[CH:7][CH:6]=[CH:5][C:4]=1[C:9]1[C:19]2[O:18][CH2:17][CH2:16][NH:15][CH2:14][C:13]=2[CH:12]=[CH:11][CH:10]=1. Reactant: [F:1][C:2]([F:28])([F:27])[C:3]1[CH:8]=[CH:7][CH:6]=[CH:5][C:4]=1[C:9]1[C:19]2[O:18][CH2:17][CH2:16][N:15](C(OC(C)(C)C)=O)[CH2:14][C:13]=2[CH:12]=[CH:11][CH:10]=1.C(OCC)(=O)C.[ClH:35]. (2) Reactant: Br[C:2]1[CH:3]=[C:4]([NH:9][C:10](=[O:21])[C:11]2[CH:16]=[CH:15][CH:14]=[C:13]([C:17]([F:20])([F:19])[F:18])[CH:12]=2)[CH:5]=[N:6][C:7]=1[CH3:8].[B:22]1([B:22]2[O:26][C:25]([CH3:28])([CH3:27])[C:24]([CH3:30])([CH3:29])[O:23]2)[O:26][C:25]([CH3:28])([CH3:27])[C:24]([CH3:30])([CH3:29])[O:23]1.C([O-])(=O)C.[K+].C(Cl)Cl. Product: [CH3:8][C:7]1[N:6]=[CH:5][C:4]([NH:9][C:10](=[O:21])[C:11]2[CH:16]=[CH:15][CH:14]=[C:13]([C:17]([F:20])([F:19])[F:18])[CH:12]=2)=[CH:3][C:2]=1[B:22]1[O:26][C:25]([CH3:28])([CH3:27])[C:24]([CH3:30])([CH3:29])[O:23]1. The catalyst class is: 439. (3) Reactant: [CH3:1][N:2]([CH2:18][CH2:19][NH:20][S:21]([C:24]1[CH:29]=[C:28]([S:30]([C:33]2[CH:38]=[CH:37][CH:36]=[CH:35][CH:34]=2)(=[O:32])=[O:31])[CH:27]=[CH:26][C:25]=1[C:39]([F:42])([F:41])[F:40])(=[O:23])=[O:22])[C:3]([NH:5][C@@H:6]1[CH2:10][CH2:9][N:8](C(OC(C)(C)C)=O)[CH2:7]1)=[O:4].[ClH:43]. Product: [ClH:43].[CH3:1][N:2]([C:3]([NH:5][C@@H:6]1[CH2:10][CH2:9][NH:8][CH2:7]1)=[O:4])[CH2:18][CH2:19][NH:20][S:21]([C:24]1[CH:29]=[C:28]([S:30]([C:33]2[CH:34]=[CH:35][CH:36]=[CH:37][CH:38]=2)(=[O:31])=[O:32])[CH:27]=[CH:26][C:25]=1[C:39]([F:40])([F:42])[F:41])(=[O:22])=[O:23]. The catalyst class is: 25. (4) Reactant: [OH:1][C:2]1[CH:7]=[CH:6][N:5]2[N:8]=[C:9]([C:21]3[CH:26]=[CH:25][CH:24]=[CH:23][CH:22]=3)[C:10]([C:11]3[CH:12]=[CH:13][C:14](=[O:20])[N:15]([CH:17]([CH3:19])[CH3:18])[N:16]=3)=[C:4]2[CH:3]=1.[H-].[Na+].Br[CH2:30][CH2:31][N:32]1[C:40](=[O:41])[C:39]2[C:34](=[CH:35][CH:36]=[CH:37][CH:38]=2)[C:33]1=[O:42].O. Product: [CH:17]([N:15]1[C:14](=[O:20])[CH:13]=[CH:12][C:11]([C:10]2[C:9]([C:21]3[CH:22]=[CH:23][CH:24]=[CH:25][CH:26]=3)=[N:8][N:5]3[CH:6]=[CH:7][C:2]([O:1][CH2:30][CH2:31][N:32]4[C:33](=[O:42])[C:34]5[C:39](=[CH:38][CH:37]=[CH:36][CH:35]=5)[C:40]4=[O:41])=[CH:3][C:4]=23)=[N:16]1)([CH3:19])[CH3:18]. The catalyst class is: 9. (5) Reactant: [C:1]1([C:9]([CH:11]([C:13]2[CH:20]=[CH:19][C:16]([O:17][CH3:18])=[CH:15][CH:14]=2)O)=[O:10])[CH:8]=[CH:7][C:4]([O:5][CH3:6])=[CH:3][CH:2]=1.[C:21](OC)(=[O:27])[CH2:22][C:23]([O:25][CH3:26])=[O:24].[Na].Cl. Product: [CH3:26][O:25][C:23]([C:22]1[C:21](=[O:27])[O:10][CH:9]([C:1]2[CH:8]=[CH:7][C:4]([O:5][CH3:6])=[CH:3][CH:2]=2)[C:11]=1[C:13]1[CH:20]=[CH:19][C:16]([O:17][CH3:18])=[CH:15][CH:14]=1)=[O:24]. The catalyst class is: 5. (6) Reactant: C(O[C:4](=[O:13])[C:5](=[CH:11][NH2:12])[C:6]([O:8]CC)=[O:7])C.[C:14]1([N:20]=[C:21]=[O:22])[CH:19]=[CH:18][CH:17]=[CH:16][CH:15]=1.[CH:23](N(CC)C(C)C)(C)[CH3:24].CC[O-].[Na+].C(O)C. Product: [CH2:23]([N:12]1[CH:11]=[C:5]([C:6]([OH:8])=[O:7])[C:4](=[O:13])[N:20]([C:14]2[CH:19]=[CH:18][CH:17]=[CH:16][CH:15]=2)[C:21]1=[O:22])[CH3:24]. The catalyst class is: 26.